Dataset: Full USPTO retrosynthesis dataset with 1.9M reactions from patents (1976-2016). Task: Predict the reactants needed to synthesize the given product. (1) Given the product [Br:54][CH2:30][CH2:29][CH2:28][CH2:27][N:20]1[C:21]2[C:26](=[CH:25][CH:24]=[CH:23][CH:22]=2)[C:18]([C:17]2[C:16](=[O:32])[NH:15][C:14](=[O:33])[C:13]=2[C:1]2[C:11]3=[C:12]4[C:7](=[CH:8][CH:9]=[CH:10]3)[CH2:6][CH2:5][CH2:4][N:3]4[CH:2]=2)=[CH:19]1, predict the reactants needed to synthesize it. The reactants are: [C:1]1([C:13]2[C:14](=[O:33])[NH:15][C:16](=[O:32])[C:17]=2[C:18]2[C:26]3[C:21](=[CH:22][CH:23]=[CH:24][CH:25]=3)[N:20]([CH2:27][CH2:28][CH2:29][CH2:30]O)[CH:19]=2)[C:11]2=[C:12]3[C:7](=[CH:8][CH:9]=[CH:10]2)[CH2:6][CH2:5][CH2:4][N:3]3[CH:2]=1.C1(P(C2C=CC=CC=2)C2C=CC=CC=2)C=CC=CC=1.C(Br)(Br)(Br)[Br:54]. (2) Given the product [NH:10]1[CH2:11][CH:12]=[C:13]([C:3]2[C:4]3[C:9](=[CH:8][CH:7]=[CH:6][CH:5]=3)[NH:1][CH:2]=2)[CH2:14][CH2:15]1, predict the reactants needed to synthesize it. The reactants are: [NH:1]1[C:9]2[C:4](=[CH:5][CH:6]=[CH:7][CH:8]=2)[CH:3]=[CH:2]1.[NH:10]1[CH2:15][CH2:14][C:13](=O)[CH2:12][CH2:11]1. (3) Given the product [C:1]([O:4][C@H:5]1[C@@H:10]([O:11][C:12](=[O:14])[CH3:13])[C@H:9]([O:15][C:16](=[O:18])[CH3:17])[C@@H:8]([O:53]/[C:47](/[C:48]([O:50][CH2:51][CH3:52])=[O:49])=[CH:46]\[C:42]2[CH:43]=[CH:44][CH:45]=[C:40]([F:39])[CH:41]=2)[O:7][C@H:6]1[CH2:34][O:35][C:36](=[O:38])[CH3:37])(=[O:3])[CH3:2], predict the reactants needed to synthesize it. The reactants are: [C:1]([O:4][C@@H:5]1[C@@H:10]([O:11][C:12](=[O:14])[CH3:13])[C@H:9]([O:15][C:16](=[O:18])[CH3:17])[C@@H:8](O/C(/C(OCC)=O)=C\C2C=CC=CC=2F)[O:7][C@H:6]1[CH2:34][O:35][C:36](=[O:38])[CH3:37])(=[O:3])[CH3:2].[F:39][C:40]1[CH:41]=[C:42]([CH2:46][C:47](=[O:53])[C:48]([O:50][CH2:51][CH3:52])=[O:49])[CH:43]=[CH:44][CH:45]=1.[H-].[Na+].[Br-].C(O[C@@H]1[C@@H](OC(=O)C)[C@@H](OC(=O)C)[C@@H](COC(=O)C)O[C@@H]1O)(=O)C.